Predict the reactants needed to synthesize the given product. From a dataset of Full USPTO retrosynthesis dataset with 1.9M reactions from patents (1976-2016). (1) Given the product [CH3:1][C:2]([CH3:36])([CH3:35])[CH2:3][C:4]1[N:9]=[C:8]([CH2:10][O:11][C:12]2[C:13]([F:25])=[C:14]([CH2:18][CH2:19][C:20]([OH:22])=[O:21])[CH:15]=[CH:16][CH:17]=2)[CH:7]=[CH:6][C:5]=1[C:26]1[CH:31]=[C:30]([O:32][CH3:33])[CH:29]=[CH:28][C:27]=1[F:34], predict the reactants needed to synthesize it. The reactants are: [CH3:1][C:2]([CH3:36])([CH3:35])[CH2:3][C:4]1[N:9]=[C:8]([CH2:10][O:11][C:12]2[C:13]([F:25])=[C:14]([CH2:18][CH2:19][C:20]([O:22]CC)=[O:21])[CH:15]=[CH:16][CH:17]=2)[CH:7]=[CH:6][C:5]=1[C:26]1[CH:31]=[C:30]([O:32][CH3:33])[CH:29]=[CH:28][C:27]=1[F:34].[OH-].[Na+].Cl. (2) Given the product [C:7]([O:6][CH2:1][CH2:2][S:3][S:4][CH3:5])(=[O:9])[CH3:8], predict the reactants needed to synthesize it. The reactants are: [CH2:1]([OH:6])[CH2:2][S:3][S:4][CH3:5].[C:7](Cl)(=[O:9])[CH3:8]. (3) Given the product [CH3:11][O:10][C:8](=[O:9])[CH2:7][C:4]1([CH2:1][CH2:2][CH2:3][Br:14])[CH2:5][CH2:6]1, predict the reactants needed to synthesize it. The reactants are: [CH2:1]([C:4]1([CH2:7][C:8]([O:10][CH3:11])=[O:9])[CH2:6][CH2:5]1)[CH:2]=[CH2:3].CO.[Br:14]Br.C[O-].[Na+].C(=O)(O)[O-].[Na+]. (4) Given the product [Cl:34][C:20]1[C:21]([NH:23][C@@H:24]2[C@@H:29]3[CH2:30][C@@H:26]([CH:27]=[CH:28]3)[C@@H:25]2[C:31]([NH2:33])=[O:32])=[N:22][C:17]([NH:1][C:2]2[CH:3]=[CH:4][C:5]3[C:11]([CH3:12])([CH3:13])[CH2:10][CH2:9][C:8](=[O:14])[NH:7][C:6]=3[CH:15]=2)=[N:18][CH:19]=1, predict the reactants needed to synthesize it. The reactants are: [NH2:1][C:2]1[CH:3]=[CH:4][C:5]2[C:11]([CH3:13])([CH3:12])[CH2:10][CH2:9][C:8](=[O:14])[NH:7][C:6]=2[CH:15]=1.Cl[C:17]1[N:22]=[C:21]([NH:23][C@@H:24]2[C@@H:29]3[CH2:30][C@@H:26]([CH:27]=[CH:28]3)[C@@H:25]2[C:31]([NH2:33])=[O:32])[C:20]([Cl:34])=[CH:19][N:18]=1. (5) Given the product [CH2:1]([C:3]1[O:4][C:5]2[CH:11]=[CH:10][CH:9]=[CH:8][C:6]=2[C:7]=1[C:14]([C:15]1[CH:20]=[CH:19][C:18]([O:21][CH3:22])=[CH:17][CH:16]=1)=[O:23])[CH3:2], predict the reactants needed to synthesize it. The reactants are: [CH2:1]([C:3]1[O:4][C:5]2[CH:11]=[CH:10][CH:9]=[CH:8][C:6]=2[CH:7]=1)[CH3:2].N#N.[C:14](Cl)(=[O:23])[C:15]1[CH:20]=[CH:19][C:18]([O:21][CH3:22])=[CH:17][CH:16]=1.[Sn](Cl)(Cl)(Cl)Cl.